This data is from Reaction yield outcomes from USPTO patents with 853,638 reactions. The task is: Predict the reaction yield, written as a fraction of the theoretical maximum amount of product (1.0 means a 100% yield; for example, 0.34 means a 34% yield). (1) The reactants are Br[CH2:2][CH2:3][O:4][C:5]1[CH:20]=[CH:19][C:8]([O:9][C:10]2[S:11][C:12]3[C:13]([N:18]=2)=[N:14][CH:15]=[CH:16][CH:17]=3)=[CH:7][CH:6]=1.[NH:21]1[CH2:26][CH2:25][CH:24]([O:27][C:28]2[N:33]=[CH:32][CH:31]=[CH:30][N:29]=2)[CH2:23][CH2:22]1.C(N(CC)C(C)C)(C)C. The catalyst is CC#N. The product is [N:29]1[CH:30]=[CH:31][CH:32]=[N:33][C:28]=1[O:27][CH:24]1[CH2:25][CH2:26][N:21]([CH2:2][CH2:3][O:4][C:5]2[CH:20]=[CH:19][C:8]([O:9][C:10]3[S:11][C:12]4[C:13]([N:18]=3)=[N:14][CH:15]=[CH:16][CH:17]=4)=[CH:7][CH:6]=2)[CH2:22][CH2:23]1. The yield is 0.380. (2) The reactants are B(Br)(Br)Br.[F:5][C:6]1[CH:13]=[CH:12][C:11]([O:14]C)=[CH:10][C:7]=1[CH:8]=[O:9].O. The catalyst is C(Cl)Cl. The product is [F:5][C:6]1[CH:13]=[CH:12][C:11]([OH:14])=[CH:10][C:7]=1[CH:8]=[O:9]. The yield is 0.250. (3) The reactants are [C:1]([O:9]C(C)(C)C)(=[O:8])/[CH:2]=[CH:3]/[CH2:4][CH2:5][CH:6]=[CH2:7].C(O)(C(F)(F)F)=O. The catalyst is C(Cl)Cl. The product is [C:1]([OH:9])(=[O:8])[CH:2]=[CH:3][CH2:4][CH2:5][CH:6]=[CH2:7]. The yield is 0.680. (4) The reactants are [CH:1]1[C:14]2[C:15]3=[C:16]4[C:11](=[CH:12][CH:13]=2)[CH:10]=[CH:9][CH:8]=[C:7]4[CH:6]=[CH:5][C:4]3=[CH:3][CH:2]=1.C1C(=O)N([Br:24])C(=O)C1. The catalyst is C(Cl)(Cl)Cl. The product is [Br:24][C:8]1[C:7]2[C:16]3=[C:15]4[C:4](=[CH:5][CH:6]=2)[CH:3]=[CH:2][CH:1]=[C:14]4[CH:13]=[CH:12][C:11]3=[CH:10][CH:9]=1. The yield is 0.720. (5) The reactants are ClC1N=CC(C2C=CC3N(C=C(NC(=O)C)N=3)N=2)=CC=1NS(C1C=CC(C(O)(C)C)=CC=1)(=O)=O.CC1(C)C(C)(C)OB([C:43]2[CH:44]=[CH:45][C:46]3[N:47]([CH:49]=[C:50]([NH:52][C:53](=[O:55])[CH3:54])[N:51]=3)[N:48]=2)O1.Br[C:58]1[CH:59]=[C:60]([NH:65][S:66]([C:69]2[CH:74]=[CH:73][C:72]([F:75])=[CH:71][C:70]=2[Cl:76])(=[O:68])=[O:67])[C:61]([Cl:64])=[N:62][CH:63]=1. No catalyst specified. The product is [Cl:64][C:61]1[N:62]=[CH:63][C:58]([C:43]2[CH:44]=[CH:45][C:46]3[N:47]([CH:49]=[C:50]([NH:52][C:53](=[O:55])[CH3:54])[N:51]=3)[N:48]=2)=[CH:59][C:60]=1[NH:65][S:66]([C:69]1[CH:74]=[CH:73][C:72]([F:75])=[CH:71][C:70]=1[Cl:76])(=[O:68])=[O:67]. The yield is 0.250. (6) The reactants are CO[C:3](=[O:27])[C:4]1[CH:9]=[CH:8][C:7]([O:10][CH2:11][C:12]2[C:13]([C:21]3[CH:26]=[CH:25][CH:24]=[CH:23][CH:22]=3)=[N:14][O:15][C:16]=2[C:17]([F:20])([F:19])[F:18])=[N:6][CH:5]=1.[CH2:28]([CH2:30][NH2:31])[OH:29]. No catalyst specified. The product is [OH:29][CH2:28][CH2:30][NH:31][C:3](=[O:27])[C:4]1[CH:9]=[CH:8][C:7]([O:10][CH2:11][C:12]2[C:13]([C:21]3[CH:26]=[CH:25][CH:24]=[CH:23][CH:22]=3)=[N:14][O:15][C:16]=2[C:17]([F:18])([F:19])[F:20])=[N:6][CH:5]=1. The yield is 0.240.